This data is from Forward reaction prediction with 1.9M reactions from USPTO patents (1976-2016). The task is: Predict the product of the given reaction. (1) Given the reactants Br[C:2]1[S:3][C:4]2[CH:10]=[C:9]([OH:11])[CH:8]=[CH:7][C:5]=2[N:6]=1.Cl.[CH:13]([N:16]1[CH2:21][CH2:20][NH:19][CH2:18][CH2:17]1)([CH3:15])[CH3:14].C(=O)([O-])[O-].[K+].[K+], predict the reaction product. The product is: [CH:13]([N:16]1[CH2:21][CH2:20][N:19]([C:2]2[S:3][C:4]3[CH:10]=[C:9]([OH:11])[CH:8]=[CH:7][C:5]=3[N:6]=2)[CH2:18][CH2:17]1)([CH3:15])[CH3:14]. (2) Given the reactants [NH2:1][C:2]1([C:6]2[CH:11]=[CH:10][C:9]([C:12]3[N:13]=[C:14]4[CH:19]=[CH:18][C:17]([C:20]([OH:22])=O)=[N:16][N:15]4[C:23]=3[C:24]3[CH:29]=[CH:28][CH:27]=[CH:26][CH:25]=3)=[CH:8][CH:7]=2)[CH2:5][CH2:4][CH2:3]1.CN.C1C[N:35]([P+](ON2N=NC3C=CC=CC2=3)(N2CCCC2)N2CCCC2)[CH2:34]C1.F[P-](F)(F)(F)(F)F.C(N(CC)C(C)C)(C)C, predict the reaction product. The product is: [NH2:1][C:2]1([C:6]2[CH:11]=[CH:10][C:9]([C:12]3[N:13]=[C:14]4[CH:19]=[CH:18][C:17]([C:20]([NH:35][CH3:34])=[O:22])=[N:16][N:15]4[C:23]=3[C:24]3[CH:25]=[CH:26][CH:27]=[CH:28][CH:29]=3)=[CH:8][CH:7]=2)[CH2:5][CH2:4][CH2:3]1.